Dataset: NCI-60 drug combinations with 297,098 pairs across 59 cell lines. Task: Regression. Given two drug SMILES strings and cell line genomic features, predict the synergy score measuring deviation from expected non-interaction effect. (1) Drug 1: C1=NC(=NC(=O)N1C2C(C(C(O2)CO)O)O)N. Drug 2: C(CCl)NC(=O)N(CCCl)N=O. Cell line: OVCAR3. Synergy scores: CSS=11.4, Synergy_ZIP=-3.33, Synergy_Bliss=2.37, Synergy_Loewe=-9.97, Synergy_HSA=0.948. (2) Drug 1: CS(=O)(=O)C1=CC(=C(C=C1)C(=O)NC2=CC(=C(C=C2)Cl)C3=CC=CC=N3)Cl. Drug 2: C1=CC=C(C(=C1)C(C2=CC=C(C=C2)Cl)C(Cl)Cl)Cl. Cell line: IGROV1. Synergy scores: CSS=5.26, Synergy_ZIP=-0.333, Synergy_Bliss=4.10, Synergy_Loewe=2.56, Synergy_HSA=3.43. (3) Drug 1: CN1C(=O)N2C=NC(=C2N=N1)C(=O)N. Drug 2: CC1C(C(CC(O1)OC2CC(OC(C2O)C)OC3=CC4=CC5=C(C(=O)C(C(C5)C(C(=O)C(C(C)O)O)OC)OC6CC(C(C(O6)C)O)OC7CC(C(C(O7)C)O)OC8CC(C(C(O8)C)O)(C)O)C(=C4C(=C3C)O)O)O)O. Cell line: SF-268. Synergy scores: CSS=30.2, Synergy_ZIP=1.43, Synergy_Bliss=1.78, Synergy_Loewe=-45.1, Synergy_HSA=-0.211. (4) Drug 1: C1=C(C(=O)NC(=O)N1)N(CCCl)CCCl. Drug 2: CS(=O)(=O)OCCCCOS(=O)(=O)C. Cell line: SF-295. Synergy scores: CSS=49.2, Synergy_ZIP=0.0289, Synergy_Bliss=2.38, Synergy_Loewe=1.69, Synergy_HSA=4.19. (5) Drug 1: C1=NC2=C(N=C(N=C2N1C3C(C(C(O3)CO)O)F)Cl)N. Drug 2: CC12CCC3C(C1CCC2OP(=O)(O)O)CCC4=C3C=CC(=C4)OC(=O)N(CCCl)CCCl.[Na+]. Cell line: NCI-H226. Synergy scores: CSS=10.8, Synergy_ZIP=-2.19, Synergy_Bliss=0.980, Synergy_Loewe=-4.49, Synergy_HSA=-4.44. (6) Drug 1: CC12CCC3C(C1CCC2=O)CC(=C)C4=CC(=O)C=CC34C. Drug 2: CN(C(=O)NC(C=O)C(C(C(CO)O)O)O)N=O. Cell line: RPMI-8226. Synergy scores: CSS=7.73, Synergy_ZIP=-1.05, Synergy_Bliss=-5.69, Synergy_Loewe=-3.72, Synergy_HSA=-4.15. (7) Drug 1: C1=CN(C=N1)CC(O)(P(=O)(O)O)P(=O)(O)O. Drug 2: C1CN1C2=NC(=NC(=N2)N3CC3)N4CC4. Cell line: NCI-H322M. Synergy scores: CSS=-2.37, Synergy_ZIP=5.56, Synergy_Bliss=6.39, Synergy_Loewe=3.34, Synergy_HSA=-1.64. (8) Drug 1: C1=NC2=C(N1)C(=S)N=C(N2)N. Drug 2: C1CN(P(=O)(OC1)NCCCl)CCCl. Cell line: SR. Synergy scores: CSS=65.1, Synergy_ZIP=7.77, Synergy_Bliss=7.20, Synergy_Loewe=-32.7, Synergy_HSA=7.82.